Dataset: NCI-60 drug combinations with 297,098 pairs across 59 cell lines. Task: Regression. Given two drug SMILES strings and cell line genomic features, predict the synergy score measuring deviation from expected non-interaction effect. (1) Drug 1: CCC1=CC2CC(C3=C(CN(C2)C1)C4=CC=CC=C4N3)(C5=C(C=C6C(=C5)C78CCN9C7C(C=CC9)(C(C(C8N6C)(C(=O)OC)O)OC(=O)C)CC)OC)C(=O)OC.C(C(C(=O)O)O)(C(=O)O)O. Drug 2: CCC1(CC2CC(C3=C(CCN(C2)C1)C4=CC=CC=C4N3)(C5=C(C=C6C(=C5)C78CCN9C7C(C=CC9)(C(C(C8N6C=O)(C(=O)OC)O)OC(=O)C)CC)OC)C(=O)OC)O.OS(=O)(=O)O. Cell line: ACHN. Synergy scores: CSS=24.8, Synergy_ZIP=2.43, Synergy_Bliss=4.08, Synergy_Loewe=3.82, Synergy_HSA=3.33. (2) Drug 1: CC(C1=C(C=CC(=C1Cl)F)Cl)OC2=C(N=CC(=C2)C3=CN(N=C3)C4CCNCC4)N. Drug 2: CN1CCC(CC1)COC2=C(C=C3C(=C2)N=CN=C3NC4=C(C=C(C=C4)Br)F)OC. Cell line: SF-539. Synergy scores: CSS=6.12, Synergy_ZIP=-1.92, Synergy_Bliss=-0.788, Synergy_Loewe=-1.99, Synergy_HSA=-0.278. (3) Drug 2: N.N.Cl[Pt+2]Cl. Synergy scores: CSS=57.6, Synergy_ZIP=0.618, Synergy_Bliss=0.367, Synergy_Loewe=-18.8, Synergy_HSA=1.38. Drug 1: CCC1(C2=C(COC1=O)C(=O)N3CC4=CC5=C(C=CC(=C5CN(C)C)O)N=C4C3=C2)O.Cl. Cell line: SF-295.